The task is: Regression. Given a peptide amino acid sequence and an MHC pseudo amino acid sequence, predict their binding affinity value. This is MHC class I binding data.. This data is from Peptide-MHC class I binding affinity with 185,985 pairs from IEDB/IMGT. (1) The peptide sequence is LQTTIHDII. The MHC is HLA-A02:01 with pseudo-sequence HLA-A02:01. The binding affinity (normalized) is 0.133. (2) The peptide sequence is ALVSDCAST. The MHC is HLA-A02:01 with pseudo-sequence HLA-A02:01. The binding affinity (normalized) is 0.561. (3) The peptide sequence is RSYMSFWCK. The MHC is HLA-B08:02 with pseudo-sequence HLA-B08:02. The binding affinity (normalized) is 0.0847. (4) The peptide sequence is TVQEFIFSA. The MHC is HLA-A02:06 with pseudo-sequence HLA-A02:06. The binding affinity (normalized) is 0.559.